Dataset: Reaction yield outcomes from USPTO patents with 853,638 reactions. Task: Predict the reaction yield, written as a fraction of the theoretical maximum amount of product (1.0 means a 100% yield; for example, 0.34 means a 34% yield). (1) The reactants are [O:1]=[C:2]1[C:7]([CH2:8][C:9]2[CH:14]=[CH:13][C:12]([C:15]3[C:16]([C:21]#[N:22])=[CH:17][CH:18]=[CH:19][CH:20]=3)=[CH:11][CH:10]=2)=[C:6]([CH2:23][CH2:24][CH3:25])[N:5]2[N:26]=[CH:27][N:28]=[C:4]2[NH:3]1.[C:29]([C:32]1[CH:37]=[CH:36][C:35](B(O)O)=[CH:34][CH:33]=1)(=[O:31])[CH3:30].[CH2:41](N(CC)CC)C.N1C=CC=CC=1. The catalyst is ClCCl.C(OCC)(=O)C.C([O-])(=O)C.[Cu+2].C([O-])(=O)C. The product is [OH:31][C:29]([C:32]1[CH:37]=[CH:36][C:35]([N:3]2[C:2](=[O:1])[C:7]([CH2:8][C:9]3[CH:10]=[CH:11][C:12]([C:15]4[C:16]([C:21]#[N:22])=[CH:17][CH:18]=[CH:19][CH:20]=4)=[CH:13][CH:14]=3)=[C:6]([CH2:23][CH2:24][CH3:25])[N:5]3[N:26]=[CH:27][N:28]=[C:4]23)=[CH:34][CH:33]=1)([CH3:41])[CH3:30]. The yield is 0.410. (2) The reactants are [F:1][C:2]1[CH:7]=[CH:6][C:5]([N:8]2[C:16]3[C:11](=[CH:12][C:13]([C:18](OC)=[O:19])=[C:14]([CH3:17])[CH:15]=3)[CH:10]=[N:9]2)=[CH:4][CH:3]=1.CC(C[AlH]CC(C)C)C. The catalyst is C1COCC1. The product is [F:1][C:2]1[CH:3]=[CH:4][C:5]([N:8]2[C:16]3[C:11](=[CH:12][C:13]([CH2:18][OH:19])=[C:14]([CH3:17])[CH:15]=3)[CH:10]=[N:9]2)=[CH:6][CH:7]=1. The yield is 0.830. (3) The reactants are [CH3:1][N:2]1[C:10]2[C:5](=[CH:6][CH:7]=[CH:8][CH:9]=2)[C:4]2[C:11]3[C:16]([CH2:17][C:3]1=2)=[CH:15][CH:14]=[CH:13][CH:12]=3.[CH3:18][CH2:19][O-].[Na+].C=O.[NH4+].[Cl-].[CH3:26][N:27]([CH:29]=O)[CH3:28]. No catalyst specified. The product is [CH3:1][N:2]1[C:10]2[C:5](=[CH:6][CH:7]=[CH:8][CH:9]=2)[C:4]2[C:11]3[C:16]([CH:17]([CH2:3][CH:4]4[C:26]5[N:27]([CH3:28])[C:29]6[C:18]([C:19]=5[C:10]5[C:5]4=[CH:6][CH:7]=[CH:8][CH:9]=5)=[CH:13][CH:12]=[CH:11][CH:16]=6)[C:3]1=2)=[CH:15][CH:14]=[CH:13][CH:12]=3. The yield is 0.900. (4) The reactants are [CH2:1]([N:8]1[C:17](=[O:18])[C:16]2[C:11](=[CH:12][C:13]([Cl:19])=[CH:14][CH:15]=2)[N:10]=[C:9]1[CH:20]([N:24]1[CH:28]=[C:27]([CH2:29][CH2:30][N:31]2C(=O)C3C(=CC=CC=3)C2=O)[N:26]=[C:25]1[C:42]1[CH:47]=[CH:46][C:45]([CH3:48])=[CH:44][CH:43]=1)[CH:21]([CH3:23])[CH3:22])[C:2]1[CH:7]=[CH:6][CH:5]=[CH:4][CH:3]=1.NN. The catalyst is CCO. The product is [NH2:31][CH2:30][CH2:29][C:27]1[N:26]=[C:25]([C:42]2[CH:47]=[CH:46][C:45]([CH3:48])=[CH:44][CH:43]=2)[N:24]([CH:20]([C:9]2[N:8]([CH2:1][C:2]3[CH:7]=[CH:6][CH:5]=[CH:4][CH:3]=3)[C:17](=[O:18])[C:16]3[C:11](=[CH:12][C:13]([Cl:19])=[CH:14][CH:15]=3)[N:10]=2)[CH:21]([CH3:23])[CH3:22])[CH:28]=1. The yield is 0.450. (5) The reactants are [CH3:1][C:2]1[CH:3]=[C:4]2[C:9](=[CH:10][CH:11]=1)[N:8]=[CH:7][CH:6]=[CH:5]2.[OH:12]S(O)(=O)=O.[OH2:17]. No catalyst specified. The product is [N:8]1[C:9]2[C:4](=[CH:3][C:2]([C:1]([OH:12])=[O:17])=[CH:11][CH:10]=2)[CH:5]=[CH:6][CH:7]=1. The yield is 0.700. (6) The reactants are [Cl:1][C:2]([CH2:13][CH2:14][C:15]1[CH:24]=[CH:23][C:22]([O:25][CH3:26])=[C:21]2[C:16]=1[CH:17]=[CH:18][C:19](=[O:28])[N:20]2[CH3:27])(C(OCC)=O)[C:3]([O:5]CC)=[O:4].C(O)(=O)C.Cl.O. The catalyst is C(O)C. The product is [Cl:1][CH:2]([CH2:13][CH2:14][C:15]1[CH:24]=[CH:23][C:22]([O:25][CH3:26])=[C:21]2[C:16]=1[CH:17]=[CH:18][C:19](=[O:28])[N:20]2[CH3:27])[C:3]([OH:5])=[O:4]. The yield is 0.550. (7) The reactants are [Mg].Br[CH2:3][CH2:4][CH2:5][C:6]1[CH:11]=[CH:10][CH:9]=[CH:8][CH:7]=1.[Br-].[CH3:13][C:14]([CH3:16])=[O:15].Cl. The catalyst is CCOCC. The product is [OH:15][C:14]([CH3:16])([CH2:3][CH2:4][CH2:5][C:6]1[CH:11]=[CH:10][CH:9]=[CH:8][CH:7]=1)[CH3:13]. The yield is 0.720. (8) The reactants are [F:1][C:2]1[CH:3]=[C:4]([CH:6]=[CH:7][C:8]=1[O:9][C:10]1[CH:15]=[CH:14][N:13]=[C:12]2[CH:16]=[C:17]([C:19]3[N:20]([CH3:24])[CH:21]=[CH:22][N:23]=3)[S:18][C:11]=12)[NH2:5].[C:25]1([C:31]2[S:35][C:34]([C:36](Cl)=[O:37])=[N:33][CH:32]=2)[CH:30]=[CH:29][CH:28]=[CH:27][CH:26]=1.CCN(C(C)C)C(C)C. The catalyst is C(Cl)Cl. The product is [F:1][C:2]1[CH:3]=[C:4]([NH:5][C:36]([C:34]2[S:35][C:31]([C:25]3[CH:26]=[CH:27][CH:28]=[CH:29][CH:30]=3)=[CH:32][N:33]=2)=[O:37])[CH:6]=[CH:7][C:8]=1[O:9][C:10]1[CH:15]=[CH:14][N:13]=[C:12]2[CH:16]=[C:17]([C:19]3[N:20]([CH3:24])[CH:21]=[CH:22][N:23]=3)[S:18][C:11]=12. The yield is 0.430.